From a dataset of Experimentally validated miRNA-target interactions with 360,000+ pairs, plus equal number of negative samples. Binary Classification. Given a miRNA mature sequence and a target amino acid sequence, predict their likelihood of interaction. (1) The miRNA is mmu-miR-467f with sequence AUAUACACACACACACCUACA. The protein sequence of the target gene is MKAFSPVRSVRKNSLSDHSLGISRSKTPVDDPMSLLYNMNDCYSKLKELVPSIPQNKKVTKMEILQHVIDYILDLQIALDSHPTIVSLHHQRPGQNQASRTPLTTLNTDISILSLQASEFPSELMSNDSKVLCG. Result: 1 (interaction). (2) The miRNA is hsa-miR-516b-5p with sequence AUCUGGAGGUAAGAAGCACUUU. The protein sequence of the target gene is MESKAWESNNEDLLSSSGVTSNGGSSSSFFVSSIRGTIIENTSSAGTLTQVPFFPKYEVELDSPRKIIPSPGKEHFERVLEEYSHQVKDLQRRLNESNELHEKQKFYLRQSVIDLQTKLQEMQMERDAMADIRRRESQSQEDLRNQLQNTVHELEAAKCLKEDMLKDSNTQIEQLRKMMLSHEGVLQEIRSILVDFEEASGKKICEHDSMSTLHFRSLGSAISKILRELDTEISYLKGRIFPVEDQLEALKSESQNKIELLLQQHQDRIEQLISEHEVEITGLTEKASSARSQANSIQSQ.... Result: 1 (interaction). (3) The miRNA is dre-miR-125b-5p with sequence UCCCUGAGACCCUAACUUGUGA. Result: 0 (no interaction). The protein sequence of the target gene is MGPQHLRLVQLFCLLGAISTLPRAGALLCYEATASRFRAVAFHNWKWLLMRNMVCKLQEGCEETLVFIETGTARGVVGFKGCSSSSSYPAQISYLVSPPGVSIASYSRVCRSYLCNNLTNLEPFVKLKASTPKSITSASCSCPTCVGEHMKDCLPNFVTTNSCPLAASTCYSSTLKFQAGFLNTTFLLMGCAREHNQLLADFHHIGSIKVTEVLNILEKSQIVGAASSRQDPAWGVVLGLLFAFRD. (4) The miRNA is hsa-miR-4797-5p with sequence GACAGAGUGCCACUUACUGAA. The protein sequence of the target gene is MTDTPETLSGTECNGDRPPENGQQPSSQTRQETTDADETQAYYKVEPSLEDLPAKENQEETGNTKGNILPKGPEDEKILNENPEENLFVVHQAIKDLSLQEISAEDMAFREGHPWKKIPPNSSNLEVSRQKERTAQQQLEQRGDASTTEIEWLGFQKSRPVDILHSKCDEEEEEEEEVWNEEINEEDVDECAEEEDEVRVIEFKRKHREGSPLKEESLAREDSPLGSPGSQPGTPDEQPVFGKKGDIARNSYSRYNTISYRKIRKGNTKQRIDEFESMMHL. Result: 0 (no interaction). (5) The miRNA is hsa-miR-4632-5p with sequence GAGGGCAGCGUGGGUGUGGCGGA. The protein sequence of the target gene is MDPFLVLLHSVSSSLSSSELTELKFLCLGRVGKRKLERVQSGLDLFSMLLEQNDLEPGHTELLRELLASLRRHDLLRRVDDFEAGAAAGAAPGEEDLCAAFNVICDNVGKDWRRLARQLKVSDTKIDSIEDRYPRNLTERVRESLRIWKNTEKENATVAHLVGALRSCQMNLVADLVQEVQQARDLQNRSGAMSPMSWNSDASTSEAS. Result: 0 (no interaction). (6) The miRNA is hsa-miR-8056 with sequence CGUGGAUUGUCUGGAUGCAU. The protein sequence of the target gene is MAREPRKNAALDAQSAEDQTGLLTVKVEKEEASALTAEVRAPCSPARGPERSRQRFRGFRYPEAAGPREALSRLRELCGQWLQPEMHSKEQILELLVLEQFLTILPGNLQSWVREQHPESGEEVVVLLEYLERQLDEPAPQVPVGDQGQELLCCKMALLTQTQGSQSSQCQPMKALFKHESLGSQPLHDRVLQVPGLAQGGCCREDAMVASRLTPGSQGLLKMEDVALTLTPGWTQLDSSQVNLYRDEKQENHSSLVSLGGEIQTKSRDLPPVKKLPEKEHGKICHLREDIAQIPTHAEA.... Result: 0 (no interaction). (7) The miRNA is hsa-miR-4522 with sequence UGACUCUGCCUGUAGGCCGGU. The protein sequence of the target gene is MFEIKKICCIGAGYVGGPTCSVIAHMCPEIRVTVVDVNESRINAWNSPTLPIYEPGLKEVVESCRGKNLFFSTNIDDAIKEADLVFISVNTPTKTYGMGKGRAADLKYIEACARRIVQNSNGYKIVTEKSTVPVRAAESIRRIFDANTKPNLNLQVLSNPEFLAEGTAIKDLKNPDRVLIGGDETPEGQRAVQALCAVYEHWVPREKILTTNTWSSELSKLAANAFLAQRISSINSISALCEATGADVEEVATAIGMDQRIGNKFLKASVGFGGSCFQKDVLNLVYLCEALNLPEVARYW.... Result: 1 (interaction). (8) The miRNA is hsa-miR-4257 with sequence CCAGAGGUGGGGACUGAG. The protein sequence of the target gene is MPVAATNSETAMQQVLDNLGSLPSATGAAELDLIFLRGIMESPIVRSLAKVIMVLWFMQQNVFVPMKYMLKYFGAHERLEETKLEAVRDNNLELVQEILRDLAHVAEQSSTAAELAHILQEPHFQSLLETHDSVASKTYETPPPSPGLDPTFSNQPVPPDAVRMVGIRKTAGEHLGVTFRVEGGELVIARILHGGMVAQQGLLHVGDIIKEVNGQPVGSDPRALQELLRNASGSVILKILPSYQEPHLPRQVFVKCHFDYDPARDSLIPCKEAGLRFNAGDLLQIVNQDDANWWQACHVE.... Result: 0 (no interaction). (9) The miRNA is hsa-miR-874-3p with sequence CUGCCCUGGCCCGAGGGACCGA. The protein sequence of the target gene is MATQADLMELDMAMEPDRKAAVSHWQQQSYLDSGIHSGATTTAPSLSGKGNPEEEDVDTSQVLYEWEQGFSQSFTQEQVADIDGQYAMTRAQRVRAAMFPETLDEGMQIPSTQFDAAHPTNVQRLAEPSQMLKHAVVNLINYQDDAELATRAIPELTKLLNDEDQVVVNKAAVMVHQLSKKEASRHAIMRSPQMVSAIVRTMQNTNDVETARCTAGTLHNLSHHREGLLAIFKSGGIPALVKMLGSPVDSVLFYAITTLHNLLLHQEGAKMAVRLAGGLQKMVALLNKTNVKFLAITTDC.... Result: 0 (no interaction).